From a dataset of Full USPTO retrosynthesis dataset with 1.9M reactions from patents (1976-2016). Predict the reactants needed to synthesize the given product. Given the product [Cl:1][C:2]1[CH:3]=[C:4]([CH:8]([CH3:12])[CH2:9][NH2:11])[CH:5]=[CH:6][CH:7]=1, predict the reactants needed to synthesize it. The reactants are: [Cl:1][C:2]1[CH:3]=[C:4]([CH:8]([CH3:12])[C:9]([NH2:11])=O)[CH:5]=[CH:6][CH:7]=1.[BH4-].[Na+].B(F)(F)F.CCOCC.